From a dataset of Full USPTO retrosynthesis dataset with 1.9M reactions from patents (1976-2016). Predict the reactants needed to synthesize the given product. (1) Given the product [C:6]([N:8]1[CH2:12][C:11](=[N:13][O:14][CH3:15])[CH2:10][C@H:9]1[C:16]([NH:33][CH2:32][CH2:31][N:30]([CH2:34][CH3:35])[CH2:28][CH3:29])=[O:18])(=[O:7])[C:20]1[CH:21]=[CH:22][CH:23]=[CH:24][CH:25]=1, predict the reactants needed to synthesize it. The reactants are: C(O[C:6]([N:8]1[CH2:12][C:11](=[N:13][O:14][CH3:15])[CH2:10][C@H:9]1[C:16]([OH:18])=O)=[O:7])(C)(C)C.C(Cl)(=O)[C:20]1[CH:25]=[CH:24][CH:23]=[CH:22][CH:21]=1.[CH2:28]([N:30]([CH2:34][CH3:35])[CH2:31][CH2:32][NH2:33])[CH3:29]. (2) Given the product [F:38][C:39]1[CH:46]=[CH:45][C:42]([C:43]#[N:44])=[C:41]([B:47]2[O:51][C:50]([CH3:53])([CH3:52])[C:49]([CH3:55])([CH3:54])[O:48]2)[CH:40]=1.[F:10][C:8]1[CH:7]=[CH:6][C:3]([C:4]#[N:5])=[C:2]([C:12]2[CH:13]=[CH:14][CH:15]=[C:16]([C:18]3[N:22]4[CH:23]=[CH:24][C:25]([C:27]([CH3:28])([O:29][Si:30]([CH2:31][CH3:32])([CH2:35][CH3:36])[CH2:33][CH3:34])[CH3:37])=[N:26][C:21]4=[N:20][CH:19]=3)[N:17]=2)[CH:9]=1, predict the reactants needed to synthesize it. The reactants are: Br[C:2]1[CH:9]=[C:8]([F:10])[CH:7]=[CH:6][C:3]=1[C:4]#[N:5].Br[C:12]1[N:17]=[C:16]([C:18]2[N:22]3[CH:23]=[CH:24][C:25]([C:27]([CH3:37])([O:29][Si:30]([CH2:35][CH3:36])([CH2:33][CH3:34])[CH2:31][CH3:32])[CH3:28])=[N:26][C:21]3=[N:20][CH:19]=2)[CH:15]=[CH:14][CH:13]=1.[F:38][C:39]1[CH:46]=[CH:45][C:42]([C:43]#[N:44])=[C:41]([B:47]2[O:51][C:50]([CH3:53])([CH3:52])[C:49]([CH3:55])([CH3:54])[O:48]2)[CH:40]=1. (3) Given the product [O:16]1[C:21]2[CH:22]=[CH:23][C:24]([CH2:26][N:27]([CH:35]3[CH2:40][CH2:39][N:38]([CH2:13][CH2:12][N:7]4[C:8]5[C:3](=[C:2]([Br:1])[CH:11]=[CH:10][CH:9]=5)[CH:4]=[CH:5][C:6]4=[O:15])[CH2:37][CH2:36]3)[C:28](=[O:34])[O:29][C:30]([CH3:33])([CH3:31])[CH3:32])=[CH:25][C:20]=2[O:19][CH2:18][CH2:17]1, predict the reactants needed to synthesize it. The reactants are: [Br:1][C:2]1[CH:11]=[CH:10][CH:9]=[C:8]2[C:3]=1[CH:4]=[CH:5][C:6](=[O:15])[N:7]2[CH2:12][CH:13]=O.[O:16]1[C:21]2[CH:22]=[CH:23][C:24]([CH2:26][N:27]([CH:35]3[CH2:40][CH2:39][NH:38][CH2:37][CH2:36]3)[C:28](=[O:34])[O:29][C:30]([CH3:33])([CH3:32])[CH3:31])=[CH:25][C:20]=2[O:19][CH2:18][CH2:17]1.C(O[BH-](OC(=O)C)OC(=O)C)(=O)C.[Na+].C(=O)([O-])O.[Na+]. (4) Given the product [CH:27]1([NH:26][C:19]2[CH:18]=[C:17]3[C:22]([C:23](=[O:24])[C:14]([O:13][CH2:12][C:11]4[NH:38][C:3](=[O:8])[O:9][N:10]=4)=[CH:15][N:16]3[CH:33]3[CH2:37][CH2:36][CH2:35][CH2:34]3)=[CH:21][C:20]=2[F:25])[CH2:28][CH2:29][CH2:30][CH2:31][CH2:32]1.[CH:27]1([NH:26][C:19]2[CH:18]=[C:17]3[C:22]([C:23](=[O:24])[C:14]([O:13][CH2:12][C:11]4[N:38]=[C:3]([CH2:4][C:5](=[O:6])[CH3:7])[O:9][N:10]=4)=[CH:15][N:16]3[CH:33]3[CH2:37][CH2:36][CH2:35][CH2:34]3)=[CH:21][C:20]=2[F:25])[CH2:32][CH2:31][CH2:30][CH2:29][CH2:28]1, predict the reactants needed to synthesize it. The reactants are: [H-].[Na+].[C:3]([O:9][N:10]=[C:11]([NH2:38])[CH2:12][O:13][C:14]1[C:23](=[O:24])[C:22]2[C:17](=[CH:18][C:19]([NH:26][CH:27]3[CH2:32][CH2:31][CH2:30][CH2:29][CH2:28]3)=[C:20]([F:25])[CH:21]=2)[N:16]([CH:33]2[CH2:37][CH2:36][CH2:35][CH2:34]2)[CH:15]=1)(=[O:8])[CH2:4][C:5]([CH3:7])=[O:6]. (5) Given the product [F:1][C:2]1[CH:3]=[C:4]([C@@H:13]([NH:17][C:18]([N:20]2[CH2:25][C:24](=[O:26])[NH:23][C:22]3[CH:27]=[C:28]([O:31][CH3:32])[CH:29]=[N:30][C:21]2=3)=[O:19])[CH2:14][O:15][CH3:16])[CH:5]=[CH:6][C:7]=1[O:8][C:9]([F:10])([F:11])[F:12], predict the reactants needed to synthesize it. The reactants are: [F:1][C:2]1[CH:3]=[C:4]([CH:13]([NH:17][C:18]([N:20]2[CH2:25][C:24](=[O:26])[NH:23][C:22]3[CH:27]=[C:28]([O:31][CH3:32])[CH:29]=[N:30][C:21]2=3)=[O:19])[CH2:14][O:15][CH3:16])[CH:5]=[CH:6][C:7]=1[O:8][C:9]([F:12])([F:11])[F:10].C(=O)=O.CO. (6) The reactants are: [C:1](Cl)(=[O:5])[CH2:2][CH2:3][CH3:4].C(N(CC)CC)C.[NH2:14][C:15]1[CH:16]=[N:17][C:18]2[C:23]([C:24]=1[Cl:25])=[CH:22][CH:21]=[CH:20][CH:19]=2. Given the product [Cl:25][C:24]1[C:23]2[C:18](=[CH:19][CH:20]=[CH:21][CH:22]=2)[N:17]=[CH:16][C:15]=1[NH:14][C:1](=[O:5])[CH2:2][CH2:3][CH3:4], predict the reactants needed to synthesize it.